This data is from Forward reaction prediction with 1.9M reactions from USPTO patents (1976-2016). The task is: Predict the product of the given reaction. (1) Given the reactants Br[C:2]1[CH:3]=[C:4]2[N:10]=[CH:9][N:8]([CH2:11][C:12]3[CH:28]=[CH:27][C:15]4[N:16]=[C:17]([NH:19][C@@H:20]5[CH2:25][CH2:24][CH2:23][CH2:22][C@H:21]5[OH:26])[S:18][C:14]=4[CH:13]=3)[C:5]2=[N:6][CH:7]=1.C([Sn](CCCC)(CCCC)[C:34]([O:36]CC)=[CH2:35])CCC.Cl, predict the reaction product. The product is: [OH:26][C@@H:21]1[CH2:22][CH2:23][CH2:24][CH2:25][C@H:20]1[NH:19][C:17]1[S:18][C:14]2[CH:13]=[C:12]([CH2:11][N:8]3[C:5]4=[N:6][CH:7]=[C:2]([C:34](=[O:36])[CH3:35])[CH:3]=[C:4]4[N:10]=[CH:9]3)[CH:28]=[CH:27][C:15]=2[N:16]=1. (2) The product is: [Cl:11][C:12]1[S:13][C:14]([Cl:21])=[CH:15][C:16]=1[S:17]([NH:8][C:5]1[CH:6]=[N:7][C:2]([Cl:1])=[CH:3][C:4]=1[OH:9])(=[O:19])=[O:18]. Given the reactants [Cl:1][C:2]1[N:7]=[CH:6][C:5]([NH2:8])=[C:4]([O:9]C)[CH:3]=1.[Cl:11][C:12]1[S:13][C:14]([Cl:21])=[CH:15][C:16]=1[S:17](Cl)(=[O:19])=[O:18].ClC1N=CC(NS(CC2C=CC(Cl)=C(Cl)C=2)(=O)=O)=C(O)C=1.B(Br)(Br)Br, predict the reaction product. (3) Given the reactants [C:1]1(/[CH:7]=[CH:8]/[CH2:9][O:10][CH2:11][CH2:12][N:13]2[C:21]3[C:20]([CH3:22])=[C:19]([CH3:23])[N:18]=[C:17](OC4C=CC=CC=4)[C:16]=3[N:15]=[C:14]2[CH3:31])[CH:6]=[CH:5][CH:4]=[CH:3][CH:2]=1.C([O-])(=O)C.[NH4+:36].[OH-].[K+], predict the reaction product. The product is: [CH3:31][C:14]1[N:13]([CH2:12][CH2:11][O:10][CH2:9]/[CH:8]=[CH:7]/[C:1]2[CH:6]=[CH:5][CH:4]=[CH:3][CH:2]=2)[C:21]2[C:20]([CH3:22])=[C:19]([CH3:23])[N:18]=[C:17]([NH2:36])[C:16]=2[N:15]=1. (4) The product is: [N:1]([CH2:12][C@@H:11]([OH:13])[C:9]([O:8][CH3:7])=[O:10])=[N+:2]=[N-:3]. Given the reactants [N-:1]=[N+:2]=[N-:3].[Na+].[Cl-].[NH4+].[CH3:7][O:8][C:9]([C@@H:11]1[O:13][CH2:12]1)=[O:10], predict the reaction product.